This data is from TCR-epitope binding with 47,182 pairs between 192 epitopes and 23,139 TCRs. The task is: Binary Classification. Given a T-cell receptor sequence (or CDR3 region) and an epitope sequence, predict whether binding occurs between them. (1) The epitope is ILHCANFNV. The TCR CDR3 sequence is CASSFGSPLHF. Result: 1 (the TCR binds to the epitope). (2) The TCR CDR3 sequence is CAGADSNTGELFF. Result: 1 (the TCR binds to the epitope). The epitope is YLQPRTFLL. (3) The epitope is PROT_97E67BCC. The TCR CDR3 sequence is CASSRLTSGTDTQYF. Result: 1 (the TCR binds to the epitope). (4) The epitope is TVYDPLQPELDSFK. The TCR CDR3 sequence is CASSLTGGSDLEYF. Result: 1 (the TCR binds to the epitope). (5) The epitope is IIKDYGKQM. The TCR CDR3 sequence is CASSPGEVGIQYF. Result: 0 (the TCR does not bind to the epitope). (6) The TCR CDR3 sequence is CASSWGQGNNEQFF. The epitope is KLGGALQAK. Result: 1 (the TCR binds to the epitope).